From a dataset of Reaction yield outcomes from USPTO patents with 853,638 reactions. Predict the reaction yield, written as a fraction of the theoretical maximum amount of product (1.0 means a 100% yield; for example, 0.34 means a 34% yield). (1) The reactants are [Cl:1][C:2]1[C:7]([C:8]([F:11])([F:10])[F:9])=[CH:6][CH:5]=[C:4](Cl)[N:3]=1.C(N(CC)C(C)C)(C)C.[C:22]([N:25]1[CH2:30][CH2:29][NH:28][CH2:27][CH2:26]1)(=[O:24])[CH3:23]. The catalyst is ClCCl. The product is [C:22]([N:25]1[CH2:30][CH2:29][N:28]([C:4]2[CH:5]=[CH:6][C:7]([C:8]([F:11])([F:10])[F:9])=[C:2]([Cl:1])[N:3]=2)[CH2:27][CH2:26]1)(=[O:24])[CH3:23]. The yield is 0.130. (2) The reactants are [NH2:1][CH2:2][CH2:3][CH2:4][N:5]1[C:9]2[CH:10]=[CH:11][CH:12]=[CH:13][C:8]=2[N:7]=[C:6]1[CH2:14][N:15]([CH3:26])[CH:16]1[C:25]2[N:24]=[CH:23][CH:22]=[CH:21][C:20]=2[CH2:19][CH2:18][CH2:17]1.[C:27]([NH:34][C:35](N1C=CC=N1)=[N:36][C:37]([O:39][C:40]([CH3:43])([CH3:42])[CH3:41])=[O:38])([O:29][C:30]([CH3:33])([CH3:32])[CH3:31])=[O:28]. The catalyst is C1COCC1. The product is [CH3:26][N:15]([CH2:14][C:6]1[N:5]([CH2:4][CH2:3][CH2:2][NH:1]/[C:35](/[NH:36][C:37](=[O:38])[O:39][C:40]([CH3:43])([CH3:42])[CH3:41])=[N:34]\[C:27](=[O:28])[O:29][C:30]([CH3:33])([CH3:32])[CH3:31])[C:9]2[CH:10]=[CH:11][CH:12]=[CH:13][C:8]=2[N:7]=1)[CH:16]1[C:25]2[N:24]=[CH:23][CH:22]=[CH:21][C:20]=2[CH2:19][CH2:18][CH2:17]1. The yield is 0.860. (3) The reactants are [F:1][C:2]1[CH:7]=[C:6]([OH:8])[CH:5]=[CH:4][C:3]=1[C:9](=[O:11])[CH3:10].[Br:12]Br. The catalyst is O1CCOCC1. The product is [Br:12][CH2:10][C:9]([C:3]1[CH:4]=[CH:5][C:6]([OH:8])=[CH:7][C:2]=1[F:1])=[O:11]. The yield is 0.750. (4) The reactants are C([N:4]1[C:12]2[C:7](=[CH:8][C:9]([Br:14])=[C:10]([CH3:13])[CH:11]=2)[CH:6]=[N:5]1)(=O)C.[OH-].[K+]. The catalyst is CO.Cl. The product is [Br:14][C:9]1[CH:8]=[C:7]2[C:12](=[CH:11][C:10]=1[CH3:13])[NH:4][N:5]=[CH:6]2. The yield is 0.970. (5) The reactants are [C:1]([C:3]1[C:8]([C:9]2[CH:14]=[CH:13][CH:12]=[C:11](C=O)[CH:10]=2)=[CH:7][C:6]([CH2:17][NH:18][C:19]([C:21]2[CH:26]=[CH:25][CH:24]=[C:23]([C:27]([NH:29][CH2:30][C:31]3[C:32]([NH:44][CH:45]4[CH2:50][CH2:49][O:48][CH2:47][CH2:46]4)=[C:33]4[CH:41]=[N:40][N:39]([CH2:42][CH3:43])[C:34]4=[N:35][C:36]=3[CH2:37][CH3:38])=[O:28])[CH:22]=2)=[O:20])=[CH:5][CH:4]=1)#[N:2].[CH3:51][N:52]1[CH2:57][CH2:56][NH:55][CH2:54][CH2:53]1.[C:58](O[BH-](OC(=O)C)OC(=O)C)(=O)C.[Na+].CC(O)=O. The catalyst is C(Cl)Cl. The product is [C:1]([C:3]1[C:8]([C:9]2[CH:10]=[CH:11][CH:12]=[C:13]([CH2:51][N:52]3[CH2:57][CH2:56][N:55]([CH3:58])[CH2:54][CH2:53]3)[CH:14]=2)=[CH:7][C:6]([CH2:17][NH:18][C:19]([C:21]2[CH:26]=[CH:25][CH:24]=[C:23]([C:27]([NH:29][CH2:30][C:31]3[C:32]([NH:44][CH:45]4[CH2:50][CH2:49][O:48][CH2:47][CH2:46]4)=[C:33]4[CH:41]=[N:40][N:39]([CH2:42][CH3:43])[C:34]4=[N:35][C:36]=3[CH2:37][CH3:38])=[O:28])[CH:22]=2)=[O:20])=[CH:5][CH:4]=1)#[N:2]. The yield is 0.360. (6) The reactants are Br[C:2]1[C:3]([F:17])=[CH:4][C:5]2[S:9][C:8]([NH:10][C:11]([NH:13][CH2:14][CH3:15])=[O:12])=[N:7][C:6]=2[CH:16]=1.CC1(C)C(C)(C)OB([C:26]2[CH:27]=[N:28][C:29]([N:32]3[CH2:37][CH2:36][N:35]([C:38]([O:40][C:41]([CH3:44])([CH3:43])[CH3:42])=[O:39])[CH2:34][CH2:33]3)=[N:30][CH:31]=2)O1.[O-]P([O-])([O-])=O.[K+].[K+].[K+]. The catalyst is CN(C=O)C.O.Cl[Pd](Cl)([P](C1C=CC=CC=1)(C1C=CC=CC=1)C1C=CC=CC=1)[P](C1C=CC=CC=1)(C1C=CC=CC=1)C1C=CC=CC=1. The product is [CH2:14]([NH:13][C:11](=[O:12])[NH:10][C:8]1[S:9][C:5]2[CH:4]=[C:3]([F:17])[C:2]([C:26]3[CH:31]=[N:30][C:29]([N:32]4[CH2:33][CH2:34][N:35]([C:38]([O:40][C:41]([CH3:44])([CH3:43])[CH3:42])=[O:39])[CH2:36][CH2:37]4)=[N:28][CH:27]=3)=[CH:16][C:6]=2[N:7]=1)[CH3:15]. The yield is 0.200. (7) The reactants are [I:1][C:2]1[CH:11]=[N:10][C:5]2[NH:6][CH2:7][CH2:8][NH:9][C:4]=2[CH:3]=1.[F:12][C:13]1[CH:18]=[CH:17][C:16]([F:19])=[CH:15][C:14]=1[CH2:20][C:21](Cl)=[O:22]. No catalyst specified. The product is [F:12][C:13]1[CH:18]=[CH:17][C:16]([F:19])=[CH:15][C:14]=1[CH2:20][C:21]([N:9]1[CH2:8][CH2:7][NH:6][C:5]2[N:10]=[CH:11][C:2]([I:1])=[CH:3][C:4]1=2)=[O:22]. The yield is 0.140. (8) The reactants are [CH3:1][N:2]1[CH2:7][CH2:6][NH:5][CH2:4][CH2:3]1.[Cl:8][C:9]1[CH:14]=[C:13]([N+:15]([O-:17])=[O:16])[CH:12]=[CH:11][C:10]=1F. The catalyst is O. The product is [Cl:8][C:9]1[CH:14]=[C:13]([N+:15]([O-:17])=[O:16])[CH:12]=[CH:11][C:10]=1[N:5]1[CH2:6][CH2:7][N:2]([CH3:1])[CH2:3][CH2:4]1. The yield is 0.960. (9) The reactants are CC(C)([O-])C.[K+].[Cl:7][C:8]1[N:9]=[CH:10][C:11]2[CH2:12][CH2:13][CH2:14][CH2:15][C:16]=2[CH:17]=1.[N:18](OC(C)(C)C)=[O:19].[Cl-].[Na+]. The catalyst is C1COCC1. The product is [Cl:7][C:8]1[N:9]=[CH:10][C:11]2[CH2:12][CH2:13][CH2:14]/[C:15](=[N:18]\[OH:19])/[C:16]=2[CH:17]=1. The yield is 0.420.